From a dataset of Full USPTO retrosynthesis dataset with 1.9M reactions from patents (1976-2016). Predict the reactants needed to synthesize the given product. (1) Given the product [N:48]1([C:10]([C@@H:9]([NH:8][C:6](=[O:7])[O:5][C:1]([CH3:2])([CH3:3])[CH3:4])[CH2:13][CH3:14])=[O:12])[CH2:53][CH2:52][O:51][CH2:50][CH2:49]1, predict the reactants needed to synthesize it. The reactants are: [C:1]([O:5][C:6]([NH:8][C@@H:9]([CH2:13][CH3:14])[C:10]([OH:12])=O)=[O:7])([CH3:4])([CH3:3])[CH3:2].CN(C(ON1N=NC2C=CC=CC1=2)=[N+](C)C)C.F[P-](F)(F)(F)(F)F.CCN(C(C)C)C(C)C.[NH:48]1[CH2:53][CH2:52][O:51][CH2:50][CH2:49]1. (2) Given the product [NH2:24][C:13]1[N:14]=[CH:15][N:16]=[C:17]([N:18]2[CH2:22][CH2:21][CH:20]([NH:23][C:35]([NH:36][C:37]3[CH:42]=[CH:41][C:40]([O:43][CH:44]([CH3:46])[CH3:45])=[CH:39][CH:38]=3)=[O:34])[CH2:19]2)[C:12]=1[CH:11]=[N:10][O:9][CH3:8], predict the reactants needed to synthesize it. The reactants are: FC(F)(F)C(O)=O.[CH3:8][O:9][N:10]=[CH:11][C:12]1[C:13]([NH2:24])=[N:14][CH:15]=[N:16][C:17]=1[N:18]1[CH2:22][CH2:21][CH:20]([NH2:23])[CH2:19]1.[N+](C1C=CC([O:34][C:35](=O)[NH:36][C:37]2[CH:42]=[CH:41][C:40]([O:43][CH:44]([CH3:46])[CH3:45])=[CH:39][CH:38]=2)=CC=1)([O-])=O.CCN(C(C)C)C(C)C. (3) Given the product [C:25]([O:29][C:30](=[O:42])[NH:31][C@H:32]1[C:40]2[C:35](=[CH:36][CH:37]=[C:38]([O:41][C:13]3[N:14]=[C:15]4[C:7]([C:5](=[O:6])[NH:4][CH:1]([CH3:3])[CH3:2])=[CH:8][N:9]([CH2:17][O:18][CH2:19][CH2:20][Si:21]([CH3:24])([CH3:23])[CH3:22])[C:10]4=[N:11][CH:12]=3)[CH:39]=2)[CH2:34][CH2:33]1)([CH3:28])([CH3:26])[CH3:27], predict the reactants needed to synthesize it. The reactants are: [CH:1]([NH:4][C:5]([C:7]1[C:15]2[C:10](=[N:11][CH:12]=[C:13](Br)[N:14]=2)[N:9]([CH2:17][O:18][CH2:19][CH2:20][Si:21]([CH3:24])([CH3:23])[CH3:22])[CH:8]=1)=[O:6])([CH3:3])[CH3:2].[C:25]([O:29][C:30](=[O:42])[NH:31][C@H:32]1[C:40]2[C:35](=[CH:36][CH:37]=[C:38]([OH:41])[CH:39]=2)[CH2:34][CH2:33]1)([CH3:28])([CH3:27])[CH3:26].[O-]P([O-])([O-])=O.[K+].[K+].[K+].C(P(C(C)(C)C)C1C=CC=CC=1C1C=CC=CC=1N(C)C)(C)(C)C. (4) Given the product [C:1]([N:4]1[C:13]2[C:8](=[CH:9][C:10]([C:38]3[S:39][C:40]([CH3:43])=[N:41][N:42]=3)=[CH:11][CH:12]=2)[C@H:7]([NH:23][C:24](=[O:29])[O:25][CH:26]([CH3:28])[CH3:27])[CH2:6][C@@H:5]1[CH3:30])(=[O:3])[CH3:2], predict the reactants needed to synthesize it. The reactants are: [C:1]([N:4]1[C:13]2[C:8](=[CH:9][C:10](B3OC(C)(C)C(C)(C)O3)=[CH:11][CH:12]=2)[C@H:7]([NH:23][C:24](=[O:29])[O:25][CH:26]([CH3:28])[CH3:27])[CH2:6][C@@H:5]1[CH3:30])(=[O:3])[CH3:2].C(=O)([O-])[O-].[K+].[K+].Br[C:38]1[S:39][C:40]([CH3:43])=[N:41][N:42]=1.C(O)C. (5) Given the product [CH3:36][N:2]([CH3:1])[C:3](=[O:35])[O:4][C:5]1[CH:10]=[CH:9][C:8]([C:11]([Br:38])([OH:32])[CH2:12][CH2:13][O:14][Si:15]([C:28]([CH3:29])([CH3:30])[CH3:31])([C:22]2[CH:23]=[CH:24][CH:25]=[CH:26][CH:27]=2)[C:16]2[CH:21]=[CH:20][CH:19]=[CH:18][CH:17]=2)=[C:7]([CH:33]=[CH2:34])[CH:6]=1, predict the reactants needed to synthesize it. The reactants are: [CH3:1][N:2]([CH3:36])[C:3](=[O:35])[O:4][C:5]1[CH:10]=[CH:9][C:8]([CH:11]([OH:32])[CH2:12][CH2:13][O:14][Si:15]([C:28]([CH3:31])([CH3:30])[CH3:29])([C:22]2[CH:27]=[CH:26][CH:25]=[CH:24][CH:23]=2)[C:16]2[CH:21]=[CH:20][CH:19]=[CH:18][CH:17]=2)=[C:7]([CH:33]=[CH2:34])[CH:6]=1.C(Br)(Br)(Br)[Br:38].C1(P(C2C=CC=CC=2)C2C=CC=CC=2)C=CC=CC=1. (6) Given the product [Br:1][C:2]1[CH:3]=[CH:4][C:5]([C:8]2[C:12](=[CH2:13])[NH:11][C:10](=[O:15])[CH:9]=2)=[CH:6][CH:7]=1, predict the reactants needed to synthesize it. The reactants are: [Br:1][C:2]1[CH:7]=[CH:6][C:5]([C:8]2[C:12](O)([CH3:13])[NH:11][C:10](=[O:15])[CH:9]=2)=[CH:4][CH:3]=1.O=P12OP3(OP(OP(O3)(O1)=O)(=O)O2)=O.N1C(=O)C=CC=1. (7) Given the product [CH3:1][O:2][C:3]1[CH:4]=[CH:5][C:6]([CH2:7][N:8]2[C:12](=[O:13])[CH2:11][N:10]([CH2:25][C:19]3[CH:24]=[CH:23][N:22]=[CH:21][CH:20]=3)[S:9]2(=[O:15])=[O:14])=[CH:16][CH:17]=1, predict the reactants needed to synthesize it. The reactants are: [CH3:1][O:2][C:3]1[CH:17]=[CH:16][C:6]([CH2:7][N:8]2[C:12](=[O:13])[CH2:11][NH:10][S:9]2(=[O:15])=[O:14])=[CH:5][CH:4]=1.O[C:19]1[CH:24]=[CH:23][N:22]=[CH:21][CH:20]=1.[C:25]1(P(C2C=CC=CC=2)C2C=CC=CC=2)C=CC=CC=1.N(C(OCC)=O)=NC(OCC)=O. (8) The reactants are: [NH2:1][C:2]1[N:3]=[N:4][C:5]([C:14]2[CH:19]=[CH:18][C:17]([OH:20])=[CH:16][CH:15]=2)=[C:6]([C:8]2[CH:13]=[CH:12][CH:11]=[CH:10][CH:9]=2)[N:7]=1.[I:21]N1C(=O)CCC1=O. Given the product [NH2:1][C:2]1[N:3]=[N:4][C:5]([C:14]2[CH:15]=[CH:16][C:17]([OH:20])=[C:18]([I:21])[CH:19]=2)=[C:6]([C:8]2[CH:9]=[CH:10][CH:11]=[CH:12][CH:13]=2)[N:7]=1, predict the reactants needed to synthesize it. (9) Given the product [OH:8][C:9]1[C:10]([O:34][CH3:35])=[CH:11][C:12]2[CH2:21][CH2:20][N:19]3[CH:14]([CH2:15][C:16]4[C:25]([Cl:26])=[CH:24][C:23]([O:27][CH3:28])=[C:22]([O:29][CH2:30][CH2:31][CH3:32])[C:17]=4[CH2:18]3)[C:13]=2[CH:33]=1, predict the reactants needed to synthesize it. The reactants are: C([O:8][C:9]1[C:10]([O:34][CH3:35])=[CH:11][C:12]2[CH2:21][CH2:20][N:19]3[CH:14]([CH2:15][C:16]4[C:25]([Cl:26])=[CH:24][C:23]([O:27][CH3:28])=[C:22]([O:29][CH2:30][CH2:31][CH3:32])[C:17]=4[CH2:18]3)[C:13]=2[CH:33]=1)C1C=CC=CC=1.